Dataset: Catalyst prediction with 721,799 reactions and 888 catalyst types from USPTO. Task: Predict which catalyst facilitates the given reaction. (1) Reactant: II.[PH2](O)=O.[F:6][C:7]1[CH:12]=[CH:11][C:10]([C:13]([C:16]2[S:17][CH:18]=[CH:19][N:20]=2)(O)[CH3:14])=[CH:9][CH:8]=1.[OH-].[Na+]. Product: [F:6][C:7]1[CH:12]=[CH:11][C:10]([CH:13]([C:16]2[S:17][CH:18]=[CH:19][N:20]=2)[CH3:14])=[CH:9][CH:8]=1. The catalyst class is: 15. (2) Reactant: [CH3:1][O:2][C:3](=[O:16])[C:4]1[CH:9]=[CH:8][C:7]([C:10](=[O:15])[CH2:11][N:12]=[N+]=[N-])=[CH:6][CH:5]=1.[ClH:17].[H][H]. Product: [ClH:17].[CH3:1][O:2][C:3](=[O:16])[C:4]1[CH:5]=[CH:6][C:7]([C:10](=[O:15])[CH2:11][NH2:12])=[CH:8][CH:9]=1. The catalyst class is: 19. (3) Reactant: Br[C:2]1[CH:6]=[CH:5][S:4][CH:3]=1.Cl.[CH2:8]1[CH2:12]O[CH2:10][CH2:9]1. Product: [CH2:10]([C:3]1[S:4][C:5]([C:2]2[CH:6]=[CH:5][S:4][CH:3]=2)=[CH:6][CH:2]=1)[CH2:9][CH2:8][CH2:12][CH2:12][CH2:8][CH2:9][CH2:10][CH2:3][CH2:2][CH2:6][CH3:5]. The catalyst class is: 140. (4) Reactant: [ClH:1].Cl.[CH3:3][NH:4][CH2:5][C:6]1[N:7]=[C:8]([S:17][C:18]2[CH:23]=[CH:22][CH:21]=[CH:20][CH:19]=2)[N:9]([C:11]2[CH:16]=[CH:15][CH:14]=[CH:13][CH:12]=2)[CH:10]=1.[OH:24]OS([O-])=O.[K+].O.O.O.O.O.S([O-])([O-])(=O)=S.[Na+].[Na+].C(=O)([O-])O.[Na+]. Product: [ClH:1].[ClH:1].[CH3:3][NH:4][CH2:5][C:6]1[N:7]=[C:8]([S:17]([C:18]2[CH:23]=[CH:22][CH:21]=[CH:20][CH:19]=2)=[O:24])[N:9]([C:11]2[CH:16]=[CH:15][CH:14]=[CH:13][CH:12]=2)[CH:10]=1. The catalyst class is: 95.